Dataset: Catalyst prediction with 721,799 reactions and 888 catalyst types from USPTO. Task: Predict which catalyst facilitates the given reaction. (1) Reactant: C([O:3][P:4]([C:9]([C:12]1[CH:17]=[CH:16][C:15]([CH2:18][N:19]([S:38]([C:41]2[CH:46]=[CH:45][CH:44]=[CH:43][CH:42]=2)(=[O:40])=[O:39])[CH2:20][C:21]2[CH:26]=[CH:25][C:24]([C:27]([P:30]([O:35]CC)([O:32]CC)=[O:31])([F:29])[F:28])=[CH:23][CH:22]=2)=[CH:14][C:13]=1[Br:47])([F:11])[F:10])(=[O:8])[O:5]CC)C.C[Si](N([Si](C)(C)C)C(=O)C(F)(F)F)(C)C.I[Si](C)(C)C. Product: [C:41]1([S:38]([N:19]([CH2:18][C:15]2[CH:16]=[CH:17][C:12]([C:9]([P:4](=[O:3])([OH:5])[OH:8])([F:10])[F:11])=[C:13]([Br:47])[CH:14]=2)[CH2:20][C:21]2[CH:26]=[CH:25][C:24]([C:27]([F:29])([F:28])[P:30]([OH:32])([OH:35])=[O:31])=[CH:23][CH:22]=2)(=[O:39])=[O:40])[CH:46]=[CH:45][CH:44]=[CH:43][CH:42]=1. The catalyst class is: 2. (2) Reactant: [CH2:1]([O:3][C:4]([C:6]1[NH:7][C:8]2[C:13]([CH:14]=1)=[C:12]([OH:15])[CH:11]=[CH:10][CH:9]=2)=[O:5])[CH3:2].F[C:17]1[CH:22]=[C:21]([F:23])[CH:20]=[C:19]([F:24])[C:18]=1[N+:25]([O-:27])=[O:26].C(=O)([O-])[O-].[K+].[K+]. Product: [CH2:1]([O:3][C:4]([C:6]1[NH:7][C:8]2[C:13]([CH:14]=1)=[C:12]([O:15][C:17]1[CH:22]=[C:21]([F:23])[CH:20]=[C:19]([F:24])[C:18]=1[N+:25]([O-:27])=[O:26])[CH:11]=[CH:10][CH:9]=2)=[O:5])[CH3:2]. The catalyst class is: 9.